This data is from Full USPTO retrosynthesis dataset with 1.9M reactions from patents (1976-2016). The task is: Predict the reactants needed to synthesize the given product. (1) Given the product [F:1][C:2]1[CH:32]=[CH:31][C:5]([CH2:6][NH:7][C:8]([C:10]2[N:11]=[C:12]3[N:17]([C:18](=[O:28])[C:19]=2[O:20][CH2:21][C:22]2[CH:27]=[CH:26][CH:25]=[CH:24][CH:23]=2)[CH2:16][CH2:15][O:14][C:13]3([CH3:30])[CH3:29])=[O:9])=[C:4]([C:36]#[C:35][CH2:34][OH:37])[CH:3]=1, predict the reactants needed to synthesize it. The reactants are: [F:1][C:2]1[CH:32]=[CH:31][C:5]([CH2:6][NH:7][C:8]([C:10]2[N:11]=[C:12]3[N:17]([C:18](=[O:28])[C:19]=2[O:20][CH2:21][C:22]2[CH:27]=[CH:26][CH:25]=[CH:24][CH:23]=2)[CH2:16][CH2:15][O:14][C:13]3([CH3:30])[CH3:29])=[O:9])=[C:4](I)[CH:3]=1.[CH2:34]([OH:37])[C:35]#[CH:36]. (2) Given the product [CH3:7][O:8][CH:9]([O:12][CH3:13])[CH2:10][NH:6][CH:1]1[CH2:5][CH2:4][CH2:3][CH2:2]1, predict the reactants needed to synthesize it. The reactants are: [CH:1]1([NH2:6])[CH2:5][CH2:4][CH2:3][CH2:2]1.[CH3:7][O:8][CH:9]([O:12][CH3:13])[CH:10]=O. (3) The reactants are: C([N:8]1[CH2:31][C:12]2([CH2:17][CH2:16][N:15]([C:18]([C:20]3[CH:25]=[CH:24][C:23]([O:26][CH:27]([CH3:29])[CH3:28])=[C:22]([CH3:30])[CH:21]=3)=[O:19])[CH2:14][CH2:13]2)[O:11][CH:10]([C:32]2[CH:37]=[CH:36][CH:35]=[CH:34][CH:33]=2)[CH2:9]1)C1C=CC=CC=1.C([O-])=O.[NH4+]. Given the product [CH:27]([O:26][C:23]1[CH:24]=[CH:25][C:20]([C:18]([N:15]2[CH2:14][CH2:13][C:12]3([CH2:31][NH:8][CH2:9][CH:10]([C:32]4[CH:37]=[CH:36][CH:35]=[CH:34][CH:33]=4)[O:11]3)[CH2:17][CH2:16]2)=[O:19])=[CH:21][C:22]=1[CH3:30])([CH3:29])[CH3:28], predict the reactants needed to synthesize it. (4) Given the product [CH3:15][NH:16]/[N:17]=[CH:2]/[C:1]([O:5][CH2:6][CH3:7])=[O:4], predict the reactants needed to synthesize it. The reactants are: [C:1]([O:5][CH2:6][CH3:7])(=[O:4])[CH:2]=O.C1(C)C=CC=CC=1.[CH3:15][NH:16][NH2:17]. (5) Given the product [NH2:40][C@H:10]([CH2:9][C:3]1[CH:4]=[CH:5][C:6]([Cl:8])=[CH:7][C:2]=1[Cl:1])[C:11]([N:13]1[CH2:18][CH2:17][CH:16]([N:19]2[N:28]=[C:27]([C:29]3[CH:34]=[CH:33][C:32]([O:35][CH3:36])=[C:31]([O:37][CH3:38])[CH:30]=3)[C@@H:26]3[C@@H:21]([CH2:22][CH2:23][CH2:24][CH2:25]3)[C:20]2=[O:39])[CH2:15][CH2:14]1)=[O:12], predict the reactants needed to synthesize it. The reactants are: [Cl:1][C:2]1[CH:7]=[C:6]([Cl:8])[CH:5]=[CH:4][C:3]=1[CH2:9][C@@H:10]([NH:40]C(=O)OC(C)(C)C)[C:11]([N:13]1[CH2:18][CH2:17][CH:16]([N:19]2[N:28]=[C:27]([C:29]3[CH:34]=[CH:33][C:32]([O:35][CH3:36])=[C:31]([O:37][CH3:38])[CH:30]=3)[C@@H:26]3[C@@H:21]([CH2:22][CH2:23][CH2:24][CH2:25]3)[C:20]2=[O:39])[CH2:15][CH2:14]1)=[O:12].FC(F)(F)C(O)=O.C(=O)(O)[O-].[Na+]. (6) Given the product [CH3:20][O:19][C:17]([CH:16]([CH:5]([C:6]1[CH:14]=[CH:13][C:9]2[O:10][CH2:11][O:12][C:8]=2[CH:7]=1)[CH2:4][N+:1]([O-:3])=[O:2])[C:15]([O:22][CH3:23])=[O:21])=[O:18], predict the reactants needed to synthesize it. The reactants are: [N+:1](/[CH:4]=[CH:5]/[C:6]1[CH:14]=[CH:13][C:9]2[O:10][CH2:11][O:12][C:8]=2[CH:7]=1)([O-:3])=[O:2].[C:15]([O:22][CH3:23])(=[O:21])[CH2:16][C:17]([O:19][CH3:20])=[O:18].